This data is from Forward reaction prediction with 1.9M reactions from USPTO patents (1976-2016). The task is: Predict the product of the given reaction. (1) The product is: [CH2:1]([O:3][C:4](=[O:30])[CH:5]([C:11]1[C:20]([O:21][CH2:22][C:23]2[CH:28]=[CH:27][CH:26]=[CH:25][CH:24]=2)=[C:19]([CH:37]2[CH2:39][CH2:38]2)[CH:18]=[C:17]2[C:12]=1[CH:13]=[CH:14][CH:15]=[N:16]2)[O:6][C:7]([CH3:10])([CH3:9])[CH3:8])[CH3:2]. Given the reactants [CH2:1]([O:3][C:4](=[O:30])[CH:5]([C:11]1[C:20]([O:21][CH2:22][C:23]2[CH:28]=[CH:27][CH:26]=[CH:25][CH:24]=2)=[C:19](Cl)[CH:18]=[C:17]2[C:12]=1[CH:13]=[CH:14][CH:15]=[N:16]2)[O:6][C:7]([CH3:10])([CH3:9])[CH3:8])[CH3:2].C(=O)([O-])[O-].[K+].[K+].[CH:37]1([B-](F)(F)F)[CH2:39][CH2:38]1.[K+], predict the reaction product. (2) Given the reactants ClC[C:3]([N:5]1[CH2:10][CH2:9][N:8]([S:11]([C:14]2[CH:23]=[CH:22][C:21]3[C:16](=[CH:17][CH:18]=[CH:19][CH:20]=3)[CH:15]=2)(=[O:13])=[O:12])[CH2:7][CH2:6]1)=[O:4].[N:24]1[CH:29]=[CH:28][CH:27]=[C:26]([CH2:30][OH:31])[CH:25]=1.ClC(Cl)(OC(=O)OC(Cl)(Cl)Cl)Cl, predict the reaction product. The product is: [CH:15]1[C:16]2[C:21](=[CH:20][CH:19]=[CH:18][CH:17]=2)[CH:22]=[CH:23][C:14]=1[S:11]([N:8]1[CH2:7][CH2:6][N:5]([C:3]([O:31][CH2:30][C:26]2[CH:25]=[N:24][CH:29]=[CH:28][CH:27]=2)=[O:4])[CH2:10][CH2:9]1)(=[O:13])=[O:12]. (3) Given the reactants Br[C:2]1[S:3][C:4]([Br:7])=[CH:5][N:6]=1.[OH:8][C:9]1[CH:10]=[C:11]([CH:16]=[CH:17][CH:18]=1)[C:12]([O:14][CH3:15])=[O:13].C(=O)([O-])[O-].[K+].[K+].O, predict the reaction product. The product is: [Br:7][C:4]1[S:3][C:2]([O:8][C:9]2[CH:10]=[C:11]([CH:16]=[CH:17][CH:18]=2)[C:12]([O:14][CH3:15])=[O:13])=[N:6][CH:5]=1. (4) Given the reactants [CH2:1]([C@@H:8]1[NH:13][CH2:12][CH2:11][N:10]([C:14]2[CH:23]=[CH:22][C:21]([O:24][CH3:25])=[C:20]3[C:15]=2[CH:16]=[CH:17][C:18]([C:26]([F:29])([F:28])[F:27])=[N:19]3)[CH2:9]1)[C:2]1[CH:7]=[CH:6][CH:5]=[CH:4][CH:3]=1, predict the reaction product. The product is: [CH2:1]([C@H:8]1[CH2:9][N:10]([C:14]2[CH:23]=[CH:22][C:21]([O:24][CH3:25])=[C:20]3[C:15]=2[CH:16]=[CH:17][C:18]([C:26]([F:29])([F:27])[F:28])=[N:19]3)[CH2:11][CH2:12][N:13]1[CH2:20][C:21](=[O:24])[CH3:22])[C:2]1[CH:7]=[CH:6][CH:5]=[CH:4][CH:3]=1. (5) Given the reactants [CH3:1][O:2][C:3]1[CH:8]=[CH:7][C:6](Cl)=[CH:5][CH:4]=1.[F:10][C:11]1[CH:16]=[CH:15][C:14]([C:17](=[O:20])[CH2:18][CH3:19])=[CH:13][CH:12]=1.C(O[Na])(C)(C)C, predict the reaction product. The product is: [F:10][C:11]1[CH:12]=[CH:13][C:14]([C:17](=[O:20])[CH:18]([C:6]2[CH:7]=[CH:8][C:3]([O:2][CH3:1])=[CH:4][CH:5]=2)[CH3:19])=[CH:15][CH:16]=1. (6) Given the reactants [CH3:1][C:2]([C:12]1[CH:17]=[CH:16][N:15]2[C:18]([C:21]3[CH:26]=[CH:25][N:24]=[C:23]([C:27]4[CH:32]=[CH:31][CH:30]=[C:29]([N+:33]([O-:35])=[O:34])[CH:28]=4)[N:22]=3)=[CH:19][N:20]=[C:14]2[N:13]=1)([O:4][Si](CC)(CC)CC)[CH3:3], predict the reaction product. The product is: [N+:33]([C:29]1[CH:28]=[C:27]([C:23]2[N:22]=[C:21]([C:18]3[N:15]4[CH:16]=[CH:17][C:12]([C:2]([OH:4])([CH3:1])[CH3:3])=[N:13][C:14]4=[N:20][CH:19]=3)[CH:26]=[CH:25][N:24]=2)[CH:32]=[CH:31][CH:30]=1)([O-:35])=[O:34]. (7) Given the reactants N12CCCN=C1CCCCC2.[NH2:12][C:13]1[CH:18]=[CH:17][C:16]([C:19]([N:21]2[CH2:26][CH2:25][N:24]([CH2:27][C:28]3[CH:33]=[CH:32][C:31]([C:34]([OH:43])([C:39]([F:42])([F:41])[F:40])[C:35]([F:38])([F:37])[F:36])=[CH:30][CH:29]=3)[CH2:23][CH2:22]2)=[O:20])=[CH:15][C:14]=1[F:44].[C:45]([Si:49]([CH3:52])([CH3:51])Cl)([CH3:48])([CH3:47])[CH3:46], predict the reaction product. The product is: [NH2:12][C:13]1[CH:18]=[CH:17][C:16]([C:19]([N:21]2[CH2:22][CH2:23][N:24]([CH2:27][C:28]3[CH:33]=[CH:32][C:31]([C:34]([O:43][Si:49]([C:45]([CH3:48])([CH3:47])[CH3:46])([CH3:52])[CH3:51])([C:35]([F:36])([F:37])[F:38])[C:39]([F:41])([F:42])[F:40])=[CH:30][CH:29]=3)[CH2:25][CH2:26]2)=[O:20])=[CH:15][C:14]=1[F:44].